From a dataset of Forward reaction prediction with 1.9M reactions from USPTO patents (1976-2016). Predict the product of the given reaction. Given the reactants [CH3:1][N:2]1[CH:6]=[CH:5][N:4]=[C:3]1[S:7][CH2:8][CH2:9][S:10][C:11]1[CH:16]=[CH:15][C:14]([N+:17]([O-])=O)=[CH:13][CH:12]=1.[Cl-].[Ca+2].[Cl-], predict the reaction product. The product is: [CH3:1][N:2]1[CH:6]=[CH:5][N:4]=[C:3]1[S:7][CH2:8][CH2:9][S:10][C:11]1[CH:16]=[CH:15][C:14]([NH2:17])=[CH:13][CH:12]=1.